Dataset: CYP3A4 inhibition data for predicting drug metabolism from PubChem BioAssay. Task: Regression/Classification. Given a drug SMILES string, predict its absorption, distribution, metabolism, or excretion properties. Task type varies by dataset: regression for continuous measurements (e.g., permeability, clearance, half-life) or binary classification for categorical outcomes (e.g., BBB penetration, CYP inhibition). Dataset: cyp3a4_veith. The drug is Cc1cc(N)n(-c2ccccc2)n1. The result is 0 (non-inhibitor).